Predict the product of the given reaction. From a dataset of Forward reaction prediction with 1.9M reactions from USPTO patents (1976-2016). (1) Given the reactants [F:1][C:2]1[C:11]2[O:10][CH2:9][CH:8]([CH2:12]OS(C3C=CC(C)=CC=3)(=O)=O)[O:7][C:6]=2[CH:5]=[C:4]([S:24]([CH3:27])(=[O:26])=[O:25])[CH:3]=1.[CH3:28][NH:29][CH3:30], predict the reaction product. The product is: [F:1][C:2]1[C:11]2[O:10][CH2:9][CH:8]([CH2:12][N:29]([CH3:30])[CH3:28])[O:7][C:6]=2[CH:5]=[C:4]([S:24]([CH3:27])(=[O:26])=[O:25])[CH:3]=1. (2) Given the reactants [CH3:1][C:2]1[CH:10]=[C:9]([Br:11])[CH:8]=[CH:7][C:3]=1[C:4]([OH:6])=[O:5].[CH2:12](O)[C:13]1[CH:18]=[CH:17][CH:16]=[CH:15][CH:14]=1.N1C=CC=CC=1, predict the reaction product. The product is: [Br:11][C:9]1[CH:8]=[CH:7][C:3]([C:4]([O:6][CH2:12][C:13]2[CH:18]=[CH:17][CH:16]=[CH:15][CH:14]=2)=[O:5])=[C:2]([CH3:1])[CH:10]=1. (3) Given the reactants [CH2:1]([OH:5])[CH2:2][CH2:3]O.[Si:6](Cl)([C:9]([CH3:12])([CH3:11])[CH3:10])([CH3:8])[CH3:7].[I:14]I, predict the reaction product. The product is: [C:9]([Si:6]([O:5][CH2:1][CH2:2][CH2:3][I:14])([CH3:8])[CH3:7])([CH3:12])([CH3:11])[CH3:10].